This data is from Reaction yield outcomes from USPTO patents with 853,638 reactions. The task is: Predict the reaction yield, written as a fraction of the theoretical maximum amount of product (1.0 means a 100% yield; for example, 0.34 means a 34% yield). The reactants are CS([C:4]1[N:5]=[CH:6][C:7]2[CH:13]=[CH:12][C:11](=[O:14])[N:10]([C:15]3[CH:20]=[CH:19][CH:18]=[CH:17][CH:16]=3)[C:8]=2[N:9]=1)=O.[CH2:21]([NH2:23])[CH3:22]. The yield is 0.720. The product is [CH2:21]([NH:23][C:4]1[N:5]=[CH:6][C:7]2[CH:13]=[CH:12][C:11](=[O:14])[N:10]([C:15]3[CH:20]=[CH:19][CH:18]=[CH:17][CH:16]=3)[C:8]=2[N:9]=1)[CH3:22]. No catalyst specified.